Dataset: Full USPTO retrosynthesis dataset with 1.9M reactions from patents (1976-2016). Task: Predict the reactants needed to synthesize the given product. (1) Given the product [CH2:1]([O:8][C:9]([N:11]([CH2:32][C:33]([N:35]1[CH2:39][C@@H:38]([F:40])[CH2:37][C@H:36]1[C:41]#[N:42])=[O:34])[C:12]12[CH2:13][CH2:14][C:15]([C:20]([NH:53][C:43]34[CH2:44][CH:45]5[CH2:51][CH:49]([CH2:48][CH:47]([CH2:46]5)[CH2:52]3)[CH2:50]4)=[O:22])([CH2:18][CH2:19]1)[CH2:16][CH2:17]2)=[O:10])[C:2]1[CH:7]=[CH:6][CH:5]=[CH:4][CH:3]=1, predict the reactants needed to synthesize it. The reactants are: [CH2:1]([O:8][C:9]([N:11]([CH2:32][C:33]([N:35]1[CH2:39][C@@H:38]([F:40])[CH2:37][C@H:36]1[C:41]#[N:42])=[O:34])[C:12]12[CH2:19][CH2:18][C:15]([C:20]([O:22]N3C4C=CC=CC=4N=N3)=O)([CH2:16][CH2:17]1)[CH2:14][CH2:13]2)=[O:10])[C:2]1[CH:7]=[CH:6][CH:5]=[CH:4][CH:3]=1.[C:43]12([NH2:53])[CH2:52][CH:47]3[CH2:48][CH:49]([CH2:51][CH:45]([CH2:46]3)[CH2:44]1)[CH2:50]2. (2) Given the product [NH:21]1[C:29]2[C:24](=[CH:25][C:26]([C:11]3[CH:10]=[C:5]([CH:4]=[C:3]([O:2][CH3:1])[CH:12]=3)[C:6]([O:8][CH3:9])=[O:7])=[CH:27][CH:28]=2)[CH:23]=[CH:22]1, predict the reactants needed to synthesize it. The reactants are: [CH3:1][O:2][C:3]1[CH:4]=[C:5]([CH:10]=[C:11](OS(C(F)(F)F)(=O)=O)[CH:12]=1)[C:6]([O:8][CH3:9])=[O:7].[NH:21]1[C:29]2[C:24](=[CH:25][C:26](B(O)O)=[CH:27][CH:28]=2)[CH:23]=[CH:22]1.P([O-])([O-])([O-])=O.[K+].[K+].[K+].COCCOC. (3) The reactants are: [N:1]([CH2:4][C@@H:5]1[CH2:10][CH2:9][C@H:8]([O:11][CH2:12][CH2:13][O:14][C:15]2[CH:20]=[CH:19][CH:18]=[CH:17][CH:16]=2)[CH2:7][CH2:6]1)=[N+]=[N-]. Given the product [O:14]([CH2:13][CH2:12][O:11][C@@H:8]1[CH2:9][CH2:10][C@H:5]([CH2:4][NH2:1])[CH2:6][CH2:7]1)[C:15]1[CH:20]=[CH:19][CH:18]=[CH:17][CH:16]=1, predict the reactants needed to synthesize it.